This data is from Forward reaction prediction with 1.9M reactions from USPTO patents (1976-2016). The task is: Predict the product of the given reaction. (1) Given the reactants [Cl:1][C:2]1[C:3]([CH3:29])=[C:4]([NH:10][C@H:11]([C@H:26]([OH:28])[CH3:27])[C:12]([NH:14][NH:15][C:16](=[O:25])[C:17]2[CH:22]=[CH:21][C:20]([C:23]#[N:24])=[CH:19][CH:18]=2)=O)[CH:5]=[CH:6][C:7]=1[C:8]#[N:9].S(Cl)(C1C=CC(C)=CC=1)(=O)=O.C(N=P1(N(CC)CC)N(C)CCCN1C)(C)(C)C, predict the reaction product. The product is: [Cl:1][C:2]1[C:3]([CH3:29])=[C:4]([NH:10][C@@H:11]([C:12]2[O:25][C:16]([C:17]3[CH:18]=[CH:19][C:20]([C:23]#[N:24])=[CH:21][CH:22]=3)=[N:15][N:14]=2)[C@H:26]([OH:28])[CH3:27])[CH:5]=[CH:6][C:7]=1[C:8]#[N:9]. (2) Given the reactants [CH:1]([O:4][C:5]1[CH:6]=[CH:7][C:8]2[CH2:9][N:10](C(OC(C)(C)C)=O)[CH2:11][CH2:12][O:13][C:14]=2[N:15]=1)([CH3:3])[CH3:2].Cl.C(OCC)(=O)C, predict the reaction product. The product is: [CH:1]([O:4][C:5]1[CH:6]=[CH:7][C:8]2[CH2:9][NH:10][CH2:11][CH2:12][O:13][C:14]=2[N:15]=1)([CH3:3])[CH3:2]. (3) Given the reactants Cl.[Cl:2][C:3]1[CH:4]=[C:5]([Cl:21])[C:6]2[N:7]([C:9]([CH2:19]Cl)=[C:10]([C:12]3[CH:17]=[CH:16][C:15]([CH3:18])=[CH:14][CH:13]=3)[N:11]=2)[CH:8]=1.[NH:22]1[CH:26]=[CH:25][N:24]=[C:23]1[NH2:27], predict the reaction product. The product is: [Cl:2][C:3]1[CH:4]=[C:5]([Cl:21])[C:6]2[N:7]([C:9]([CH2:19][NH:27][C:23]3[NH:22][CH:26]=[CH:25][N:24]=3)=[C:10]([C:12]3[CH:17]=[CH:16][C:15]([CH3:18])=[CH:14][CH:13]=3)[N:11]=2)[CH:8]=1. (4) Given the reactants [F:1][C:2]1[CH:3]=[C:4]([NH:13][C:14]2[N:15]=[C:16]([O:23][C:24]3[CH:29]=[CH:28][CH:27]=[C:26]([N+:30]([O-])=O)[CH:25]=3)[C:17]3[CH:22]=[CH:21][NH:20][C:18]=3[N:19]=2)[CH:5]=[CH:6][C:7]=1[O:8][CH2:9][CH2:10][O:11][CH3:12].[H][H], predict the reaction product. The product is: [NH2:30][C:26]1[CH:25]=[C:24]([CH:29]=[CH:28][CH:27]=1)[O:23][C:16]1[C:17]2[CH:22]=[CH:21][NH:20][C:18]=2[N:19]=[C:14]([NH:13][C:4]2[CH:5]=[CH:6][C:7]([O:8][CH2:9][CH2:10][O:11][CH3:12])=[C:2]([F:1])[CH:3]=2)[N:15]=1. (5) Given the reactants [CH2:1]([O:9][C:10]1[CH:11]=[C:12]2[C:16](=[CH:17][CH:18]=1)[NH:15][CH:14]=[CH:13]2)[CH2:2][C:3]1[CH:8]=[CH:7][CH:6]=[CH:5][CH:4]=1.[NH2:19][C:20]1[N:25]=[C:24](Cl)[CH:23]=[CH:22][N:21]=1, predict the reaction product. The product is: [CH2:1]([O:9][C:10]1[CH:11]=[C:12]2[C:16](=[CH:17][CH:18]=1)[N:15]([C:22]1[CH:23]=[CH:24][N:25]=[C:20]([NH2:19])[N:21]=1)[CH:14]=[CH:13]2)[CH2:2][C:3]1[CH:4]=[CH:5][CH:6]=[CH:7][CH:8]=1. (6) Given the reactants CNC1C=[CH:7][C:6]([O:9][C:10]2[CH:15]=[CH:14][CH:13]=[CH:12][CH:11]=2)=[CH:5]C=1.ClC(Cl)([O:19]C(=O)OC(Cl)(Cl)Cl)Cl.C[CH2:29][N:30]([CH:34](C)C)[CH:31]([CH3:33])[CH3:32].FC(F)(F)C([O-])=O.[NH2:44][C@H:45]([CH2:50][C:51]([O:53][CH2:54][C:55]1[CH:60]=[CH:59][CH:58]=[CH:57][CH:56]=1)=[O:52])[CH2:46][NH+:47]([CH3:49])[CH3:48], predict the reaction product. The product is: [CH3:49][N:47]([CH3:48])[CH2:46][C@H:45]([NH:44][C:34]([N:30]([CH3:29])[C:31]1[CH:32]=[CH:5][C:6]([O:9][C:10]2[CH:11]=[CH:12][CH:13]=[CH:14][CH:15]=2)=[CH:7][CH:33]=1)=[O:19])[CH2:50][C:51]([O:53][CH2:54][C:55]1[CH:56]=[CH:57][CH:58]=[CH:59][CH:60]=1)=[O:52]. (7) Given the reactants [CH3:1][C:2]1[C:10]2[C:9](=[O:11])[CH2:8][C:7]([CH3:13])([CH3:12])[CH2:6][C:5]=2[NH:4][CH:3]=1.[H-].[Na+].[F:16][C:17]1[CH:26]=[C:25](F)[CH:24]=[C:23]2[C:18]=1[C:19]([NH2:28])=[N:20][CH:21]=[N:22]2, predict the reaction product. The product is: [NH2:28][C:19]1[C:18]2[C:23](=[CH:24][C:25]([N:4]3[C:5]4[CH2:6][C:7]([CH3:13])([CH3:12])[CH2:8][C:9](=[O:11])[C:10]=4[C:2]([CH3:1])=[CH:3]3)=[CH:26][C:17]=2[F:16])[N:22]=[CH:21][N:20]=1.